This data is from Reaction yield outcomes from USPTO patents with 853,638 reactions. The task is: Predict the reaction yield, written as a fraction of the theoretical maximum amount of product (1.0 means a 100% yield; for example, 0.34 means a 34% yield). The reactants are [Cl:1][C:2]1[CH:3]=[C:4]([S:9]([N:12]2[CH2:19][CH2:18][CH2:17][C@H:13]2[C:14]([OH:16])=[O:15])(=[O:11])=[O:10])[CH:5]=[C:6]([Cl:8])[CH:7]=1.[Li+].[OH-].[CH3:22]O. No catalyst specified. The product is [CH3:22][O:15][C:14](=[O:16])[C@@H:13]1[CH2:17][CH2:18][CH2:19][N:12]1[S:9]([C:4]1[CH:5]=[C:6]([Cl:8])[CH:7]=[C:2]([Cl:1])[CH:3]=1)(=[O:10])=[O:11]. The yield is 0.900.